Task: Regression. Given two drug SMILES strings and cell line genomic features, predict the synergy score measuring deviation from expected non-interaction effect.. Dataset: NCI-60 drug combinations with 297,098 pairs across 59 cell lines (1) Drug 1: C1CCC(CC1)NC(=O)N(CCCl)N=O. Drug 2: CCC1(CC2CC(C3=C(CCN(C2)C1)C4=CC=CC=C4N3)(C5=C(C=C6C(=C5)C78CCN9C7C(C=CC9)(C(C(C8N6C)(C(=O)OC)O)OC(=O)C)CC)OC)C(=O)OC)O.OS(=O)(=O)O. Cell line: UACC-257. Synergy scores: CSS=12.8, Synergy_ZIP=-9.18, Synergy_Bliss=-4.51, Synergy_Loewe=-31.3, Synergy_HSA=-5.89. (2) Drug 1: C1CN1P(=S)(N2CC2)N3CC3. Drug 2: CC1=C(C(=CC=C1)Cl)NC(=O)C2=CN=C(S2)NC3=CC(=NC(=N3)C)N4CCN(CC4)CCO. Cell line: T-47D. Synergy scores: CSS=2.97, Synergy_ZIP=-2.37, Synergy_Bliss=-1.13, Synergy_Loewe=-3.66, Synergy_HSA=-2.85.